This data is from Forward reaction prediction with 1.9M reactions from USPTO patents (1976-2016). The task is: Predict the product of the given reaction. Given the reactants [CH3:1][C:2]1[C:6]2=[C:7]([OH:12])[CH:8]=[C:9]([CH3:11])[CH:10]=[C:5]2[O:4][N:3]=1.F[C:14]1[CH:19]=[CH:18][C:17]([N+:20]([O-:22])=[O:21])=[CH:16][CH:15]=1.C(=O)([O-])[O-].[K+].[K+], predict the reaction product. The product is: [CH3:1][C:2]1[C:6]2[C:7]([O:12][C:14]3[CH:19]=[CH:18][C:17]([N+:20]([O-:22])=[O:21])=[CH:16][CH:15]=3)=[CH:8][C:9]([CH3:11])=[CH:10][C:5]=2[O:4][N:3]=1.